This data is from Forward reaction prediction with 1.9M reactions from USPTO patents (1976-2016). The task is: Predict the product of the given reaction. (1) Given the reactants [CH:1]1([N:4]2[C:8]([CH:9]=O)=[CH:7][N:6]=[C:5]2[C:11]2[CH:16]=[CH:15][C:14]([O:17][CH3:18])=[CH:13][CH:12]=2)[CH2:3][CH2:2]1.C([C:21](CC)(CC)[CH:22](P(O)(O)=O)[C:23]([O-:25])=[O:24])C.[CH2:34]1CCN2C(=NCCC2)C[CH2:35]1, predict the reaction product. The product is: [CH2:34]([O:25][C:23](=[O:24])[C:22]([CH3:21])=[CH:9][C:8]1[N:4]([CH:1]2[CH2:3][CH2:2]2)[C:5]([C:11]2[CH:16]=[CH:15][C:14]([O:17][CH3:18])=[CH:13][CH:12]=2)=[N:6][CH:7]=1)[CH3:35]. (2) Given the reactants [CH2:1]([O:8][C@H:9]1[C@H:15]([O:16][CH2:17][C:18]2[CH:23]=[CH:22][CH:21]=[CH:20][CH:19]=2)[C@@H:14]([O:24][CH2:25][C:26]2[CH:31]=[CH:30][CH:29]=[CH:28][CH:27]=2)[C@:13]2([C:33]3[CH:38]=[CH:37][C:36]([Cl:39])=[C:35]([CH2:40][C:41]4[CH:46]=[CH:45][C:44]([O:47][CH3:48])=[C:43]([F:49])[C:42]=4[F:50])[CH:34]=3)[O:32][C@@:10]1([CH2:51][OH:52])[CH2:11][O:12]2)[C:2]1[CH:7]=[CH:6][CH:5]=[CH:4][CH:3]=1.I(C1C=CC=CC=1C(O)=O)(=O)=O, predict the reaction product. The product is: [CH2:1]([O:8][C@H:9]1[C@H:15]([O:16][CH2:17][C:18]2[CH:19]=[CH:20][CH:21]=[CH:22][CH:23]=2)[C@@H:14]([O:24][CH2:25][C:26]2[CH:31]=[CH:30][CH:29]=[CH:28][CH:27]=2)[C@:13]2([C:33]3[CH:38]=[CH:37][C:36]([Cl:39])=[C:35]([CH2:40][C:41]4[CH:46]=[CH:45][C:44]([O:47][CH3:48])=[C:43]([F:49])[C:42]=4[F:50])[CH:34]=3)[O:32][C@@:10]1([CH:51]=[O:52])[CH2:11][O:12]2)[C:2]1[CH:7]=[CH:6][CH:5]=[CH:4][CH:3]=1. (3) Given the reactants [CH3:1][O:2][C:3]1[CH:8]=[CH:7][C:6]([CH2:9][C:10](O)=[O:11])=[C:5]([N+:13]([O-])=O)[CH:4]=1, predict the reaction product. The product is: [CH3:1][O:2][C:3]1[CH:4]=[C:5]2[C:6]([CH2:9][C:10](=[O:11])[NH:13]2)=[CH:7][CH:8]=1. (4) Given the reactants [NH2:1][C:2]1[CH:7]=[CH:6][C:5]([F:8])=[CH:4][C:3]=1[NH:9][C:10]1[N:18]=[C:17]2[C:13]([NH:14][C:15](=[O:25])[N:16]2[CH:19]2[CH2:24][CH2:23][O:22][CH2:21][CH2:20]2)=[C:12]([Cl:26])[N:11]=1.[CH3:27]OC(OC)OC, predict the reaction product. The product is: [Cl:26][C:12]1[N:11]=[C:10]([N:9]2[C:3]3[CH:4]=[C:5]([F:8])[CH:6]=[CH:7][C:2]=3[N:1]=[CH:27]2)[N:18]=[C:17]2[C:13]=1[NH:14][C:15](=[O:25])[N:16]2[CH:19]1[CH2:20][CH2:21][O:22][CH2:23][CH2:24]1. (5) Given the reactants Br[C:2]1[O:3][C:4]([C:7]2[CH:8]=[C:9]3[C:13](=[CH:14][CH:15]=2)[N:12]([S:16]([C:19]2[CH:25]=[CH:24][C:22]([CH3:23])=[CH:21][CH:20]=2)(=[O:18])=[O:17])[CH:11]=[C:10]3[C:26]2[CH:31]=[N:30][CH:29]=[C:28]([CH:32]3[CH2:34][CH2:33]3)[N:27]=2)=[N:5][N:6]=1.[NH:35]1[CH:39]=[CH:38][C:37](B(O)O)=[N:36]1.C(=O)([O-])[O-].[K+].[K+], predict the reaction product. The product is: [CH:32]1([C:28]2[N:27]=[C:26]([C:10]3[C:9]4[C:13](=[CH:14][CH:15]=[C:7]([C:4]5[O:3][C:2]([C:37]6[NH:36][N:35]=[CH:39][CH:38]=6)=[N:6][N:5]=5)[CH:8]=4)[N:12]([S:16]([C:19]4[CH:25]=[CH:24][C:22]([CH3:23])=[CH:21][CH:20]=4)(=[O:18])=[O:17])[CH:11]=3)[CH:31]=[N:30][CH:29]=2)[CH2:34][CH2:33]1. (6) Given the reactants [Cl-].[Al+3].[Cl-].[Cl-].[CH:5]1(Cl)[CH2:10][CH2:9][CH2:8][CH2:7][CH2:6]1, predict the reaction product. The product is: [CH:5]1([C:5]2[CH:10]=[C:9]([CH:5]3[CH2:10][CH2:9][CH2:8][CH2:7][CH2:6]3)[CH:8]=[C:7]([CH:5]3[CH2:10][CH2:9][CH2:8][CH2:7][CH2:6]3)[CH:6]=2)[CH2:10][CH2:9][CH2:8][CH2:7][CH2:6]1. (7) Given the reactants [CH3:1][O-:2].[Na+].F[C:5]1[CH:10]=[C:9]([Br:11])[CH:8]=[C:7]([Cl:12])[CH:6]=1, predict the reaction product. The product is: [Br:11][C:9]1[CH:10]=[C:5]([O:2][CH3:1])[CH:6]=[C:7]([Cl:12])[CH:8]=1. (8) The product is: [NH2:1][S:2]([NH:5][C:6]([C:8]1[CH:9]=[CH:10][C:11]2[C:12]([CH:32]3[CH2:37][CH2:36][CH2:35][CH2:34][CH2:33]3)=[C:13]3[C:19]4[CH:20]=[CH:21][C:22]([O:24][CH3:25])=[CH:23][C:18]=4[CH:17]=[C:16]([C:26]([OH:28])=[O:27])[CH2:15][N:14]3[C:30]=2[CH:31]=1)=[O:7])(=[O:3])=[O:4]. Given the reactants [NH2:1][S:2]([NH:5][C:6]([C:8]1[CH:9]=[CH:10][C:11]2[C:12]([CH:32]3[CH2:37][CH2:36][CH2:35][CH2:34][CH2:33]3)=[C:13]3[C:19]4[CH:20]=[CH:21][C:22]([O:24][CH3:25])=[CH:23][C:18]=4[CH:17]=[C:16]([C:26]([O:28]C)=[O:27])[CH2:15][N:14]3[C:30]=2[CH:31]=1)=[O:7])(=[O:4])=[O:3].CO.[OH-].[Na+].Cl, predict the reaction product. (9) Given the reactants [CH3:1][C:2]1(C)[CH2:11][CH2:10][C:9]([CH3:13])([CH3:12])[C:8]2[CH:7]=[C:6]([CH:14]=[O:15])[CH:5]=[C:4]([O:16][CH2:17][CH2:18][O:19][CH2:20][CH3:21])[C:3]1=2.[C:23]([Mg]Br)#[CH:24].[CH2:27]1COCC1, predict the reaction product. The product is: [CH3:1][CH:2]1[CH:11]([CH3:27])[CH2:10][C:9]([CH3:12])([CH3:13])[C:8]2[CH:7]=[C:6]([CH:14]([OH:15])[C:23]#[CH:24])[CH:5]=[C:4]([O:16][CH2:17][CH2:18][O:19][CH2:20][CH3:21])[C:3]1=2.